This data is from NCI-60 drug combinations with 297,098 pairs across 59 cell lines. The task is: Regression. Given two drug SMILES strings and cell line genomic features, predict the synergy score measuring deviation from expected non-interaction effect. (1) Drug 2: C1CCC(C(C1)N)N.C(=O)(C(=O)[O-])[O-].[Pt+4]. Drug 1: CC1C(C(=O)NC(C(=O)N2CCCC2C(=O)N(CC(=O)N(C(C(=O)O1)C(C)C)C)C)C(C)C)NC(=O)C3=C4C(=C(C=C3)C)OC5=C(C(=O)C(=C(C5=N4)C(=O)NC6C(OC(=O)C(N(C(=O)CN(C(=O)C7CCCN7C(=O)C(NC6=O)C(C)C)C)C)C(C)C)C)N)C. Cell line: SK-MEL-5. Synergy scores: CSS=30.1, Synergy_ZIP=-8.07, Synergy_Bliss=-1.77, Synergy_Loewe=-10.2, Synergy_HSA=-0.279. (2) Drug 1: CC1C(C(CC(O1)OC2CC(CC3=C2C(=C4C(=C3O)C(=O)C5=C(C4=O)C(=CC=C5)OC)O)(C(=O)C)O)N)O.Cl. Drug 2: CC1CCC2CC(C(=CC=CC=CC(CC(C(=O)C(C(C(=CC(C(=O)CC(OC(=O)C3CCCCN3C(=O)C(=O)C1(O2)O)C(C)CC4CCC(C(C4)OC)OCCO)C)C)O)OC)C)C)C)OC. Cell line: SF-539. Synergy scores: CSS=32.0, Synergy_ZIP=-9.81, Synergy_Bliss=-1.04, Synergy_Loewe=-0.266, Synergy_HSA=0.937. (3) Synergy scores: CSS=51.7, Synergy_ZIP=0.479, Synergy_Bliss=-2.29, Synergy_Loewe=-56.7, Synergy_HSA=-4.63. Drug 1: CCC1(CC2CC(C3=C(CCN(C2)C1)C4=CC=CC=C4N3)(C5=C(C=C6C(=C5)C78CCN9C7C(C=CC9)(C(C(C8N6C=O)(C(=O)OC)O)OC(=O)C)CC)OC)C(=O)OC)O.OS(=O)(=O)O. Cell line: OVCAR3. Drug 2: CC1=C(C(CCC1)(C)C)C=CC(=CC=CC(=CC(=O)O)C)C.